Dataset: Forward reaction prediction with 1.9M reactions from USPTO patents (1976-2016). Task: Predict the product of the given reaction. (1) The product is: [CH2:27]([NH:34][CH:23]1[CH2:24][CH2:25][N:20]([CH2:19][C:17]2[CH:16]=[CH:15][N:14]=[C:13]([C:5]3[CH:4]=[C:3]([O:2][CH3:1])[C:8]([O:9][CH3:10])=[C:7]([O:11][CH3:12])[CH:6]=3)[CH:18]=2)[CH2:21][CH2:22]1)[C:28]1[CH:33]=[CH:32][CH:31]=[CH:30][CH:29]=1. Given the reactants [CH3:1][O:2][C:3]1[CH:4]=[C:5]([C:13]2[CH:18]=[C:17]([CH2:19][N:20]3[CH2:25][CH2:24][C:23](=O)[CH2:22][CH2:21]3)[CH:16]=[CH:15][N:14]=2)[CH:6]=[C:7]([O:11][CH3:12])[C:8]=1[O:9][CH3:10].[CH2:27]([NH2:34])[C:28]1[CH:33]=[CH:32][CH:31]=[CH:30][CH:29]=1, predict the reaction product. (2) Given the reactants [CH2:1]([N:3]1[C:7]2[CH:8]=[CH:9][C:10](Br)=[CH:11][C:6]=2[N:5]=[C:4]1[CH2:13][C:14]1[N:15]([C:19]2[CH:24]=[CH:23][CH:22]=[C:21]([F:25])[CH:20]=2)[N:16]=[CH:17][CH:18]=1)[CH3:2].C([Sn](CCCC)(CCCC)[C:31]([O:33]CC)=[CH2:32])CCC, predict the reaction product. The product is: [CH2:1]([N:3]1[C:7]2[CH:8]=[CH:9][C:10]([C:31](=[O:33])[CH3:32])=[CH:11][C:6]=2[N:5]=[C:4]1[CH2:13][C:14]1[N:15]([C:19]2[CH:24]=[CH:23][CH:22]=[C:21]([F:25])[CH:20]=2)[N:16]=[CH:17][CH:18]=1)[CH3:2].